Dataset: Forward reaction prediction with 1.9M reactions from USPTO patents (1976-2016). Task: Predict the product of the given reaction. Given the reactants [C:1]([O:5][C:6]([N:8]1[CH2:13][CH:12]=[C:11]([O:14][Si](C)(C)C)[CH2:10][CH2:9]1)=[O:7])([CH3:4])([CH3:3])[CH3:2].N1C=CC=CC=1.[O-]S([C:29]([F:32])([F:31])[F:30])(=O)=O.[F:30][C:29](C1C2C3C=CC=CC=3[SH+]C=2C=CC=1)([F:32])[F:31], predict the reaction product. The product is: [C:1]([O:5][C:6]([N:8]1[CH2:13][CH2:12][C:11](=[O:14])[CH:10]([C:29]([F:32])([F:31])[F:30])[CH2:9]1)=[O:7])([CH3:4])([CH3:3])[CH3:2].